Dataset: Peptide-MHC class I binding affinity with 185,985 pairs from IEDB/IMGT. Task: Regression. Given a peptide amino acid sequence and an MHC pseudo amino acid sequence, predict their binding affinity value. This is MHC class I binding data. (1) The peptide sequence is REMINHYQV. The MHC is HLA-B40:01 with pseudo-sequence HLA-B40:01. The binding affinity (normalized) is 0.0847. (2) The peptide sequence is KLLEYSNQNE. The MHC is H-2-Db with pseudo-sequence H-2-Db. The binding affinity (normalized) is 0. (3) The MHC is HLA-A02:03 with pseudo-sequence HLA-A02:03. The binding affinity (normalized) is 0. The peptide sequence is ISTNIRQAGVQYSR.